This data is from Reaction yield outcomes from USPTO patents with 853,638 reactions. The task is: Predict the reaction yield, written as a fraction of the theoretical maximum amount of product (1.0 means a 100% yield; for example, 0.34 means a 34% yield). (1) The reactants are [CH3:1][Si:2]([CH3:33])([CH3:32])[CH2:3][CH2:4][O:5][CH2:6][N:7]1[C:11]2[N:12]=[CH:13][N:14]=[C:15]([C:16]3[CH:17]=[N:18][N:19]([CH:21]([CH2:27][C:28]([O:30]C)=[O:29])[CH2:22][C:23]([O:25]C)=[O:24])[CH:20]=3)[C:10]=2[CH:9]=[CH:8]1.CO.O.[OH-].[Li+]. The catalyst is O. The product is [CH3:33][Si:2]([CH3:1])([CH3:32])[CH2:3][CH2:4][O:5][CH2:6][N:7]1[C:11]2[N:12]=[CH:13][N:14]=[C:15]([C:16]3[CH:17]=[N:18][N:19]([CH:21]([CH2:27][C:28]([OH:30])=[O:29])[CH2:22][C:23]([OH:25])=[O:24])[CH:20]=3)[C:10]=2[CH:9]=[CH:8]1. The yield is 0.800. (2) The reactants are [Br:1][C:2]1[C:3]([F:11])=[C:4]2[CH:10]=[CH:9][NH:8][C:5]2=[N:6][CH:7]=1.[N+:12]([O-])([OH:14])=[O:13]. No catalyst specified. The product is [Br:1][C:2]1[C:3]([F:11])=[C:4]2[C:10]([N+:12]([O-:14])=[O:13])=[CH:9][NH:8][C:5]2=[N:6][CH:7]=1. The yield is 0.760.